From a dataset of NCI-60 drug combinations with 297,098 pairs across 59 cell lines. Regression. Given two drug SMILES strings and cell line genomic features, predict the synergy score measuring deviation from expected non-interaction effect. (1) Drug 1: C1=CC(=CC=C1C#N)C(C2=CC=C(C=C2)C#N)N3C=NC=N3. Drug 2: C1=NC2=C(N1)C(=S)N=CN2. Cell line: MDA-MB-435. Synergy scores: CSS=47.5, Synergy_ZIP=1.06, Synergy_Bliss=2.42, Synergy_Loewe=-4.92, Synergy_HSA=1.21. (2) Drug 1: CC1CCCC2(C(O2)CC(NC(=O)CC(C(C(=O)C(C1O)C)(C)C)O)C(=CC3=CSC(=N3)C)C)C. Drug 2: CC1C(C(CC(O1)OC2CC(CC3=C2C(=C4C(=C3O)C(=O)C5=CC=CC=C5C4=O)O)(C(=O)C)O)N)O. Cell line: UO-31. Synergy scores: CSS=48.3, Synergy_ZIP=-0.489, Synergy_Bliss=1.15, Synergy_Loewe=3.28, Synergy_HSA=3.19. (3) Drug 1: C1CCC(C1)C(CC#N)N2C=C(C=N2)C3=C4C=CNC4=NC=N3. Drug 2: C1=NC2=C(N=C(N=C2N1C3C(C(C(O3)CO)O)O)F)N. Cell line: SK-MEL-5. Synergy scores: CSS=-15.2, Synergy_ZIP=6.57, Synergy_Bliss=-1.92, Synergy_Loewe=-19.8, Synergy_HSA=-19.5. (4) Drug 1: C1=CC(=CC=C1CCCC(=O)O)N(CCCl)CCCl. Drug 2: C1C(C(OC1N2C=NC3=C(N=C(N=C32)Cl)N)CO)O. Cell line: NCI/ADR-RES. Synergy scores: CSS=42.6, Synergy_ZIP=-12.6, Synergy_Bliss=-3.51, Synergy_Loewe=-32.2, Synergy_HSA=0.244. (5) Drug 1: CCC1=CC2CC(C3=C(CN(C2)C1)C4=CC=CC=C4N3)(C5=C(C=C6C(=C5)C78CCN9C7C(C=CC9)(C(C(C8N6C)(C(=O)OC)O)OC(=O)C)CC)OC)C(=O)OC.C(C(C(=O)O)O)(C(=O)O)O. Drug 2: CCC1=C2CN3C(=CC4=C(C3=O)COC(=O)C4(CC)O)C2=NC5=C1C=C(C=C5)O. Cell line: CCRF-CEM. Synergy scores: CSS=45.8, Synergy_ZIP=-1.60, Synergy_Bliss=-2.74, Synergy_Loewe=-3.34, Synergy_HSA=-0.581. (6) Drug 1: CS(=O)(=O)C1=CC(=C(C=C1)C(=O)NC2=CC(=C(C=C2)Cl)C3=CC=CC=N3)Cl. Drug 2: CC(CN1CC(=O)NC(=O)C1)N2CC(=O)NC(=O)C2. Cell line: M14. Synergy scores: CSS=2.25, Synergy_ZIP=-1.65, Synergy_Bliss=-0.187, Synergy_Loewe=-4.18, Synergy_HSA=-3.64. (7) Drug 1: C(CC(=O)O)C(=O)CN.Cl. Drug 2: CC1C(C(CC(O1)OC2CC(CC3=C2C(=C4C(=C3O)C(=O)C5=C(C4=O)C(=CC=C5)OC)O)(C(=O)CO)O)N)O.Cl. Cell line: SW-620. Synergy scores: CSS=36.5, Synergy_ZIP=0.432, Synergy_Bliss=-0.860, Synergy_Loewe=-37.4, Synergy_HSA=-1.49. (8) Drug 1: C1CC(=O)NC(=O)C1N2CC3=C(C2=O)C=CC=C3N. Drug 2: C1CC(C1)(C(=O)O)C(=O)O.[NH2-].[NH2-].[Pt+2]. Cell line: 786-0. Synergy scores: CSS=45.3, Synergy_ZIP=-2.27, Synergy_Bliss=-4.58, Synergy_Loewe=-11.4, Synergy_HSA=-2.74.